From a dataset of Full USPTO retrosynthesis dataset with 1.9M reactions from patents (1976-2016). Predict the reactants needed to synthesize the given product. (1) Given the product [NH2:22][C@H:19]1[CH2:18][CH2:17][C@H:16]([CH2:15][C:14]([NH:13][C:5]2[CH:6]=[C:7]([C:9]([F:10])([F:11])[F:12])[CH:8]=[C:3]([C:2]([F:1])([F:31])[F:32])[CH:4]=2)=[O:30])[CH2:21][CH2:20]1, predict the reactants needed to synthesize it. The reactants are: [F:1][C:2]([F:32])([F:31])[C:3]1[CH:4]=[C:5]([NH:13][C:14](=[O:30])[CH2:15][C@H:16]2[CH2:21][CH2:20][C@H:19]([NH:22]C(=O)OC(C)(C)C)[CH2:18][CH2:17]2)[CH:6]=[C:7]([C:9]([F:12])([F:11])[F:10])[CH:8]=1.Cl. (2) Given the product [C:29]([O:28][C:26](=[O:27])[CH2:25][CH2:24][CH2:23][NH:22][CH2:16][CH2:15][N:14]1[C:13]2[C:8]([C:9](=[O:19])[NH:10][C:11](=[O:18])[N:12]=2)=[N:7][C:6]2[CH:20]=[C:2]([CH3:1])[C:3]([CH3:21])=[CH:4][C:5]1=2)([CH3:32])([CH3:31])[CH3:30], predict the reactants needed to synthesize it. The reactants are: [CH3:1][C:2]1[C:3]([CH3:21])=[CH:4][C:5]2[N:14]([CH2:15][CH:16]=O)[C:13]3[C:8]([C:9](=[O:19])[NH:10][C:11](=[O:18])[N:12]=3)=[N:7][C:6]=2[CH:20]=1.[NH2:22][CH2:23][CH2:24][CH2:25][C:26]([O:28][C:29]([CH3:32])([CH3:31])[CH3:30])=[O:27]. (3) The reactants are: [F:1][C:2]1[CH:3]=[C:4]([C@@:13]2([NH:22][S@@](C(C)(C)C)=O)[C:17]3=[N:18][CH:19]=[CH:20][CH:21]=[C:16]3[O:15][CH2:14]2)[CH:5]=[CH:6][C:7]=1[O:8][C:9]([F:12])([F:11])[F:10].Cl.[CH3:30][O:31][C:32]([C:34]1[CH:35]=[CH:36][C:37]([C:40](O)=[O:41])=[N:38][CH:39]=1)=[O:33].CN(C(ON1N=NC2C=CC=NC1=2)=[N+](C)C)C.F[P-](F)(F)(F)(F)F.CCN(C(C)C)C(C)C. Given the product [F:1][C:2]1[CH:3]=[C:4]([C@@:13]2([NH:22][C:40]([C:37]3[CH:36]=[CH:35][C:34]([C:32]([O:31][CH3:30])=[O:33])=[CH:39][N:38]=3)=[O:41])[C:17]3=[N:18][CH:19]=[CH:20][CH:21]=[C:16]3[O:15][CH2:14]2)[CH:5]=[CH:6][C:7]=1[O:8][C:9]([F:10])([F:11])[F:12], predict the reactants needed to synthesize it. (4) Given the product [Si:64]([O:71][C@H:72]1[C@H:73]([OH:77])[CH2:74][N:75]([C:24](=[O:25])[CH2:23][O:22][C:21]2[CH:20]=[CH:19][C:18]([CH2:17][NH:16][C:14]([C:13]3[CH:29]=[CH:30][C:10]([CH2:9][NH:8][C:6](=[O:7])[O:5][C:1]([CH3:4])([CH3:2])[CH3:3])=[CH:11][CH:12]=3)=[O:15])=[CH:28][CH:27]=2)[CH2:76]1)([C:67]([CH3:70])([CH3:69])[CH3:68])([CH3:66])[CH3:65], predict the reactants needed to synthesize it. The reactants are: [C:1]([O:5][C:6]([NH:8][CH2:9][C:10]1[CH:30]=[CH:29][C:13]([C:14]([NH:16][CH2:17][C:18]2[CH:28]=[CH:27][C:21]([O:22][CH2:23][C:24](O)=[O:25])=[CH:20][CH:19]=2)=[O:15])=[CH:12][CH:11]=1)=[O:7])([CH3:4])([CH3:3])[CH3:2].N1C=CC=CC=1.F[P-](F)(F)(F)(F)F.N1(O[P+](N(C)C)(N(C)C)N(C)C)C2C=CC=CC=2N=N1.[Si:64]([O:71][C@H:72]1[CH2:76][NH:75][CH2:74][C@@H:73]1[OH:77])([C:67]([CH3:70])([CH3:69])[CH3:68])([CH3:66])[CH3:65].